This data is from Peptide-MHC class I binding affinity with 185,985 pairs from IEDB/IMGT. The task is: Regression. Given a peptide amino acid sequence and an MHC pseudo amino acid sequence, predict their binding affinity value. This is MHC class I binding data. The MHC is HLA-B15:01 with pseudo-sequence HLA-B15:01. The binding affinity (normalized) is 0.869. The peptide sequence is VQRQIQVHA.